Dataset: Reaction yield outcomes from USPTO patents with 853,638 reactions. Task: Predict the reaction yield, written as a fraction of the theoretical maximum amount of product (1.0 means a 100% yield; for example, 0.34 means a 34% yield). (1) The reactants are [Br:1][C:2]1[CH:9]=[CH:8][C:5]([CH:6]=O)=[CH:4][CH:3]=1.C([CH2:13][S:14]([CH2:17][S:18]([CH2:21][C:22](O)=O)(=[O:20])=[O:19])(=[O:16])=[O:15])(O)=O. The catalyst is C(O)(=O)C. The product is [Br:1][C:2]1[CH:9]=[CH:8][C:5](/[CH:6]=[CH:13]/[S:14]([CH2:17][S:18](/[CH:21]=[CH:22]/[C:5]2[CH:8]=[CH:9][C:2]([Br:1])=[CH:3][CH:4]=2)(=[O:20])=[O:19])(=[O:16])=[O:15])=[CH:4][CH:3]=1. The yield is 0.820. (2) The reactants are [S:1]1[CH:5]=[CH:4][C:3]([NH:6][CH:7]=[C:8]([C:14]([O:16]CC)=O)[C:9]([O:11][CH2:12][CH3:13])=[O:10])=[CH:2]1. The product is [OH:16][C:14]1[C:8]([C:9]([O:11][CH2:12][CH3:13])=[O:10])=[CH:7][N:6]=[C:3]2[CH:4]=[CH:5][S:1][C:2]=12. The yield is 0.500. The catalyst is O(C1C=CC=CC=1)C1C=CC=CC=1. (3) The reactants are [Br:1][C:2]1[CH:7]=[CH:6][C:5]([OH:8])=[CH:4][C:3]=1[CH:9]=[O:10].[BH4-].[Na+]. The catalyst is CO. The product is [Br:1][C:2]1[CH:7]=[CH:6][C:5]([OH:8])=[CH:4][C:3]=1[CH2:9][OH:10]. The yield is 0.960. (4) The reactants are [ClH:1].C(OC([N:9]1[CH2:12][CH:11]([C:13]2[C:18]([C:19]3[CH:24]=[CH:23][C:22]([O:25][CH3:26])=[CH:21][CH:20]=3)=[N:17][CH:16]=[CH:15][N:14]=2)[CH2:10]1)=O)(C)(C)C. The catalyst is CO. The product is [ClH:1].[NH:9]1[CH2:12][CH:11]([C:13]2[C:18]([C:19]3[CH:24]=[CH:23][C:22]([O:25][CH3:26])=[CH:21][CH:20]=3)=[N:17][CH:16]=[CH:15][N:14]=2)[CH2:10]1. The yield is 1.00. (5) The reactants are Br[C:2]1[CH:7]=[CH:6][C:5]([C@@H:8]([N:11]2[CH2:16][CH2:15][C@@:14]([C:20]3[CH:25]=[CH:24][C:23]([F:26])=[CH:22][CH:21]=3)([CH2:17][CH2:18][OH:19])[O:13][C:12]2=[O:27])[CH2:9][CH3:10])=[CH:4][CH:3]=1.[F:28][C:29]1[CH:34]=[C:33]([F:35])[CH:32]=[CH:31][C:30]=1B(O)O. The catalyst is O1CCOCC1.C1C=CC([P]([Pd]([P](C2C=CC=CC=2)(C2C=CC=CC=2)C2C=CC=CC=2)([P](C2C=CC=CC=2)(C2C=CC=CC=2)C2C=CC=CC=2)[P](C2C=CC=CC=2)(C2C=CC=CC=2)C2C=CC=CC=2)(C2C=CC=CC=2)C2C=CC=CC=2)=CC=1. The product is [F:28][C:29]1[CH:34]=[C:33]([F:35])[CH:32]=[CH:31][C:30]=1[C:2]1[CH:3]=[CH:4][C:5]([C@@H:8]([N:11]2[CH2:16][CH2:15][C@@:14]([C:20]3[CH:25]=[CH:24][C:23]([F:26])=[CH:22][CH:21]=3)([CH2:17][CH2:18][OH:19])[O:13][C:12]2=[O:27])[CH2:9][CH3:10])=[CH:6][CH:7]=1. The yield is 0.260. (6) The reactants are [Cl:1][C:2]1[N:7]=[CH:6][C:5]([NH2:8])=[C:4](I)[C:3]=1[F:10].[F:11][C:12]1[C:17](B(O)O)=[CH:16][CH:15]=[CH:14][N:13]=1.[F-].[K+]. The catalyst is C(#N)C.O. The product is [Cl:1][C:2]1[N:7]=[CH:6][C:5]([NH2:8])=[C:4]([C:17]2[C:12]([F:11])=[N:13][CH:14]=[CH:15][CH:16]=2)[C:3]=1[F:10]. The yield is 0.750. (7) The reactants are [OH:1][C:2]1[CH:20]=[CH:19][C:5]([C:6]2[C:15](=[O:16])[C:14]3[C:9](=[C:10]([CH3:18])[C:11]([OH:17])=[CH:12][CH:13]=3)[O:8][CH:7]=2)=[CH:4][CH:3]=1.[C:21](OC(=O)C)(=[O:23])[CH3:22].[CH3:28][C:29](CC(O)=O)=[O:30]. The catalyst is N1C=CC=CC=1. The product is [C:21]([O:1][C:2]1[CH:20]=[CH:19][C:5]([C:6]2[C:15](=[O:16])[C:14]3[C:9](=[C:10]([CH3:18])[C:11]([O:17][C:29](=[O:30])[CH3:28])=[CH:12][CH:13]=3)[O:8][CH:7]=2)=[CH:4][CH:3]=1)(=[O:23])[CH3:22]. The yield is 0.840.